From a dataset of Forward reaction prediction with 1.9M reactions from USPTO patents (1976-2016). Predict the product of the given reaction. (1) Given the reactants [C:1](Cl)(=[O:8])[C:2]1[CH:7]=[CH:6][CH:5]=[CH:4][CH:3]=1.[Br:10][C:11]1[CH:12]=[C:13]([C:19]2[CH:24]=[CH:23][CH:22]=[CH:21][CH:20]=2)[CH:14]=[C:15]([Br:18])[C:16]=1[NH2:17].O, predict the reaction product. The product is: [Br:10][C:11]1[CH:12]=[C:13]([C:19]2[CH:24]=[CH:23][CH:22]=[CH:21][CH:20]=2)[CH:14]=[C:15]([Br:18])[C:16]=1[NH:17][C:1](=[O:8])[C:2]1[CH:7]=[CH:6][CH:5]=[CH:4][CH:3]=1. (2) The product is: [CH3:1][O:2][C:3]1[CH:40]=[CH:39][CH:38]=[CH:37][C:4]=1[CH2:5][NH:6][C:7]([C:9]1[N:13]([C:14]2[CH:15]=[C:16]([CH:30]=[CH:31][CH:32]=2)[CH2:17][N:18]([CH3:29])[CH2:19][CH2:20][N:21]([CH3:41])[C:22](=[O:28])[O:23][C:24]([CH3:27])([CH3:25])[CH3:26])[N:12]=[C:11]([C:33]([F:35])([F:34])[F:36])[CH:10]=1)=[O:8]. Given the reactants [CH3:1][O:2][C:3]1[CH:40]=[CH:39][CH:38]=[CH:37][C:4]=1[CH2:5][NH:6][C:7]([C:9]1[N:13]([C:14]2[CH:15]=[C:16]([CH:30]=[CH:31][CH:32]=2)[CH2:17][N:18]([CH3:29])[CH2:19][CH2:20][NH:21][C:22](=[O:28])[O:23][C:24]([CH3:27])([CH3:26])[CH3:25])[N:12]=[C:11]([C:33]([F:36])([F:35])[F:34])[CH:10]=1)=[O:8].[CH3:41]OC1C=CC=CC=1CNC(C1N(C2C=C(C=CC=2)CNCCN(C)C(=O)OC(C)(C)C)N=C(C(F)(F)F)C=1)=O.COC1C=CC=CC=1CNC(C1N(C2C=CC=C(CNC)C=2)N=C(C(F)(F)F)C=1)=O, predict the reaction product. (3) Given the reactants [OH-].[NH4+:2].[C:3]([N:7]1[C:11]2[CH:12]=[CH:13][C:14]([C:16]3[CH:17]=[N:18][C:19]([NH2:22])=[N:20][CH:21]=3)=[CH:15][C:10]=2[N:9]=[C:8]1[C:23]1[CH:28]=[CH:27][CH:26]=[CH:25][C:24]=1[C:29]1[N:33]=[C:32](C(Cl)(Cl)Cl)[O:31][N:30]=1)([CH3:6])([CH3:5])[CH3:4].O, predict the reaction product. The product is: [NH2:2][C:32]1[O:31][N:30]=[C:29]([C:24]2[CH:25]=[CH:26][CH:27]=[CH:28][C:23]=2[C:8]2[N:7]([C:3]([CH3:5])([CH3:6])[CH3:4])[C:11]3[CH:12]=[CH:13][C:14]([C:16]4[CH:17]=[N:18][C:19]([NH2:22])=[N:20][CH:21]=4)=[CH:15][C:10]=3[N:9]=2)[N:33]=1. (4) Given the reactants Cl[S:2]([C:5]1[CH:6]=[CH:7][C:8]([OH:15])=[C:9]([CH:14]=1)[C:10]([O:12][CH3:13])=[O:11])(=[O:4])=[O:3].[CH3:16][N:17]1[CH2:22][CH2:21][NH:20][CH2:19][CH2:18]1, predict the reaction product. The product is: [OH:15][C:8]1[CH:7]=[CH:6][C:5]([S:2]([N:20]2[CH2:21][CH2:22][N:17]([CH3:16])[CH2:18][CH2:19]2)(=[O:4])=[O:3])=[CH:14][C:9]=1[C:10]([O:12][CH3:13])=[O:11]. (5) Given the reactants [C:1]1([CH:7]([CH3:9])[CH3:8])[CH:6]=[CH:5][CH:4]=[CH:3][CH:2]=1.ON1C(=O)C2=CC=CC=C2C1=O.C(=O)C.[O:25]=[O:26], predict the reaction product. The product is: [C:7]([O:25][OH:26])([C:1]1[CH:6]=[CH:5][CH:4]=[CH:3][CH:2]=1)([CH3:9])[CH3:8].